Dataset: Forward reaction prediction with 1.9M reactions from USPTO patents (1976-2016). Task: Predict the product of the given reaction. The product is: [C:1]([C:3]1[CH:4]=[C:5]2[C:9](=[CH:10][CH:11]=1)[NH:8][C:7]([CH2:12][CH2:13][C:14]([O:16][CH2:17][CH3:18])=[O:15])=[CH:6]2)#[N:2]. Given the reactants [C:1]([C:3]1[CH:4]=[C:5]2[C:9](=[CH:10][CH:11]=1)[NH:8][C:7](/[CH:12]=[CH:13]/[C:14]([O:16][CH2:17][CH3:18])=[O:15])=[CH:6]2)#[N:2], predict the reaction product.